This data is from Catalyst prediction with 721,799 reactions and 888 catalyst types from USPTO. The task is: Predict which catalyst facilitates the given reaction. (1) The catalyst class is: 28. Product: [C:1]([O:5][C:6](=[O:12])[NH:7][CH2:8][CH2:9][CH:10]=[O:11])([CH3:4])([CH3:2])[CH3:3]. Reactant: [C:1]([O:5][C:6](=[O:12])[NH:7][CH2:8][CH2:9][CH2:10][OH:11])([CH3:4])([CH3:3])[CH3:2].CC(OI1(OC(C)=O)(OC(C)=O)OC(=O)C2C=CC=CC1=2)=O. (2) Reactant: [Br:1][C:2]1[CH:3]=[C:4]2[C:10]([C:11]([O:13]C)=[O:12])=[N:9][NH:8][C:5]2=[N:6][CH:7]=1.Cl. Product: [Br:1][C:2]1[CH:3]=[C:4]2[C:10]([C:11]([OH:13])=[O:12])=[N:9][NH:8][C:5]2=[N:6][CH:7]=1. The catalyst class is: 74.